From a dataset of CYP3A4 inhibition data for predicting drug metabolism from PubChem BioAssay. Regression/Classification. Given a drug SMILES string, predict its absorption, distribution, metabolism, or excretion properties. Task type varies by dataset: regression for continuous measurements (e.g., permeability, clearance, half-life) or binary classification for categorical outcomes (e.g., BBB penetration, CYP inhibition). Dataset: cyp3a4_veith. (1) The drug is Cc1ccc(Cc2cnc(NC(=O)c3cccs3)s2)cc1. The result is 1 (inhibitor). (2) The drug is CNC(=S)N1CCN(c2ccccc2OC)CC1. The result is 1 (inhibitor). (3) The drug is CN(c1ccc(C(=O)NCc2ccccn2)cc1)S(C)(=O)=O. The result is 0 (non-inhibitor). (4) The compound is CN1CCC2=C[C@H](O)[C@@H]3OC(=O)c4cc5c(cc4[C@H]3[C@H]21)OCO5. The result is 0 (non-inhibitor). (5) The result is 1 (inhibitor). The compound is O=C(c1csnn1)N1CCC[C@@]2(CCN(Cc3nccs3)C2)C1.